This data is from Reaction yield outcomes from USPTO patents with 853,638 reactions. The task is: Predict the reaction yield, written as a fraction of the theoretical maximum amount of product (1.0 means a 100% yield; for example, 0.34 means a 34% yield). (1) The reactants are [O:1]1[CH2:6][CH2:5][CH2:4][CH2:3][CH:2]1[N:7]1[CH:15]=[N:14][C:13]2[C:8]1=[N:9][CH:10]=[N:11][C:12]=2[C:16]1[CH:22]=[CH:21][CH:20]=[CH:19][C:17]=1[NH2:18].Cl[C:24]1[CH:29]=[C:28]([NH:30][S:31]([CH2:34][CH2:35][CH3:36])(=[O:33])=[O:32])[CH:27]=[CH:26][N:25]=1.C(O[Na])(C)(C)C.N#N. The catalyst is C1(C)C=CC=CC=1.O.C1C=CC(/C=C/C(/C=C/C2C=CC=CC=2)=O)=CC=1.C1C=CC(/C=C/C(/C=C/C2C=CC=CC=2)=O)=CC=1.C1C=CC(/C=C/C(/C=C/C2C=CC=CC=2)=O)=CC=1.[Pd].[Pd]. The product is [O:1]1[CH2:6][CH2:5][CH2:4][CH2:3][CH:2]1[N:7]1[CH:15]=[N:14][C:13]2[C:8]1=[N:9][CH:10]=[N:11][C:12]=2[C:16]1[CH:22]=[CH:21][CH:20]=[CH:19][C:17]=1[NH:18][C:24]1[CH:29]=[C:28]([NH:30][S:31]([CH2:34][CH2:35][CH3:36])(=[O:33])=[O:32])[CH:27]=[CH:26][N:25]=1. The yield is 0.150. (2) The reactants are [Cl:1][C:2]1[C:9]([OH:10])=[CH:8][CH:7]=[CH:6][C:3]=1[CH:4]=O.[Cl-].O[NH3+:13]. The catalyst is C(O)(=O)C.C(OCC)(=O)C. The product is [Cl:1][C:2]1[C:9]([OH:10])=[CH:8][CH:7]=[CH:6][C:3]=1[C:4]#[N:13]. The yield is 1.00. (3) The reactants are [F:1][C:2]([F:39])([F:38])[C:3]1[CH:4]=[C:5]([CH:31]=[C:32]([C:34]([F:37])([F:36])[F:35])[CH:33]=1)[CH2:6][N:7]1[CH2:14][CH2:13][CH2:12][NH:11][C:10]2[N:15]=[C:16](S(C)(=O)=O)[N:17]=[C:18]([C:19]3[CH:24]=[CH:23][CH:22]=[CH:21][C:20]=3[CH3:25])[C:9]=2[C:8]1=[O:30].[CH2:40]([O:42][C:43]([CH:45]1[CH2:50][CH2:49][CH2:48][NH:47][CH2:46]1)=[O:44])[CH3:41]. No catalyst specified. The product is [F:1][C:2]([F:39])([F:38])[C:3]1[CH:4]=[C:5]([CH:31]=[C:32]([C:34]([F:37])([F:36])[F:35])[CH:33]=1)[CH2:6][N:7]1[CH2:14][CH2:13][CH2:12][NH:11][C:10]2[N:15]=[C:16]([N:47]3[CH2:48][CH2:49][CH2:50][CH:45]([C:43]([O:42][CH2:40][CH3:41])=[O:44])[CH2:46]3)[N:17]=[C:18]([C:19]3[CH:24]=[CH:23][CH:22]=[CH:21][C:20]=3[CH3:25])[C:9]=2[C:8]1=[O:30]. The yield is 0.780. (4) The reactants are [NH2:1][C:2]1[CH:18]=[CH:17][CH:16]=[C:15]([CH3:19])[C:3]=1[C:4]([NH:6][CH:7]1[CH2:12][CH2:11][C:10](=[O:13])[NH:9][C:8]1=[O:14])=[O:5].[C:20](OCC)(OCC)(OCC)[CH3:21]. The catalyst is CN(C=O)C. The product is [CH3:20][C:21]1[N:6]([CH:7]2[CH2:12][CH2:11][C:10](=[O:13])[NH:9][C:8]2=[O:14])[C:4](=[O:5])[C:3]2[C:2](=[CH:18][CH:17]=[CH:16][C:15]=2[CH3:19])[N:1]=1. The yield is 0.430. (5) The product is [CH:18](=[C:22]1[CH2:27][CH2:26][N:25]([CH2:13][C@@H:12]([CH3:15])[CH2:11][N:6]2[C:5]3[CH:16]=[CH:17][C:2]([F:1])=[CH:3][C:4]=3[O:9][CH2:8][C:7]2=[O:10])[CH2:24][CH2:23]1)[CH2:19][CH2:20][CH3:21]. The yield is 0.730. The catalyst is CCCCCCC.CCOC(C)=O. The reactants are [F:1][C:2]1[CH:17]=[CH:16][C:5]2[N:6]([CH2:11][C@H:12]([CH3:15])[CH2:13]I)[C:7](=[O:10])[CH2:8][O:9][C:4]=2[CH:3]=1.[CH:18](=[C:22]1[CH2:27][CH2:26][NH:25][CH2:24][CH2:23]1)[CH2:19][CH2:20][CH3:21]. (6) The reactants are [ClH:1].C(OC([N:9]1[CH2:14][CH2:13][C:12]([C:18]2[CH:23]=[CH:22][C:21]([Cl:24])=[CH:20][CH:19]=2)([CH2:15][NH:16][CH3:17])[CH2:11][CH2:10]1)=O)(C)(C)C. The catalyst is O1CCOCC1.CO. The product is [ClH:24].[ClH:1].[Cl:24][C:21]1[CH:22]=[CH:23][C:18]([C:12]2([CH2:15][NH:16][CH3:17])[CH2:13][CH2:14][NH:9][CH2:10][CH2:11]2)=[CH:19][CH:20]=1. The yield is 1.00. (7) The reactants are [CH3:1][O:2][CH:3]([O:40][CH3:41])[CH2:4][NH:5][C:6]([CH:8]([CH2:34][CH2:35][C:36]([OH:39])([CH3:38])[CH3:37])[CH2:9][CH:10]([OH:33])[CH:11]([NH:20][C:21]([C:23]1[CH:32]=[N:31][C:30]2[C:25](=[CH:26][CH:27]=[CH:28][CH:29]=2)[N:24]=1)=[O:22])[CH2:12][C:13]1[CH:18]=[CH:17][CH:16]=[C:15]([F:19])[CH:14]=1)=[O:7].CN(C1C=CC=CN=1)C.[C:51](OC(=O)C)(=[O:53])[CH3:52]. The catalyst is N1C=CC=CC=1.C(Cl)Cl. The product is [CH3:1][O:2][CH:3]([O:40][CH3:41])[CH2:4][NH:5][C:6]([CH:8]([CH2:34][CH2:35][C:36]([OH:39])([CH3:37])[CH3:38])[CH2:9][CH:10]([O:33][C:51](=[O:53])[CH3:52])[CH:11]([NH:20][C:21]([C:23]1[CH:32]=[N:31][C:30]2[C:25](=[CH:26][CH:27]=[CH:28][CH:29]=2)[N:24]=1)=[O:22])[CH2:12][C:13]1[CH:18]=[CH:17][CH:16]=[C:15]([F:19])[CH:14]=1)=[O:7]. The yield is 0.960. (8) The reactants are [CH3:1][O:2][CH2:3][CH:4]=O.C(O[BH-](OC(=O)C)OC(=O)C)(=O)C.[Na+].[CH3:20][O:21][C:22]1[CH:23]=[C:24]2[C:29](=[CH:30][C:31]=1[O:32][CH2:33][CH:34]1[CH2:39][CH2:38][NH:37][CH2:36][CH2:35]1)[N:28]=[CH:27][N:26]=[C:25]2[O:40][C:41]1[CH:42]=[C:43]2[C:47](=[CH:48][CH:49]=1)[NH:46][C:45]([CH3:50])=[CH:44]2.C(=O)([O-])O.[Na+]. The catalyst is C(Cl)Cl.CO. The product is [CH3:20][O:21][C:22]1[CH:23]=[C:24]2[C:29](=[CH:30][C:31]=1[O:32][CH2:33][CH:34]1[CH2:39][CH2:38][N:37]([CH2:4][CH2:3][O:2][CH3:1])[CH2:36][CH2:35]1)[N:28]=[CH:27][N:26]=[C:25]2[O:40][C:41]1[CH:42]=[C:43]2[C:47](=[CH:48][CH:49]=1)[NH:46][C:45]([CH3:50])=[CH:44]2. The yield is 0.470.